From a dataset of Drug-target binding data from BindingDB using Ki measurements. Regression. Given a target protein amino acid sequence and a drug SMILES string, predict the binding affinity score between them. We predict pKi (pKi = -log10(Ki in M); higher means stronger inhibition). Dataset: bindingdb_ki. (1) The compound is NC(=O)c1csc([C@@H]2O[C@H](COP(=O)(O)O)[C@@H](O)[C@H]2O)n1. The target protein (P00366) has sequence MYRYLGEALLLSRAGPAALGSASADSAALLGWARGQPAAAPQPGLVPPARRHYSEAAADREDDPNFFKMVEGFFDRGASIVEDKLVEDLKTRETEEQKRNRVRSILRIIKPCNHVLSLSFPIRRDDGSWEVIEGYRAQHSQHRTPCKGGIRYSTDVSVDEVKALASLMTYKCAVVDVPFGGAKAGVKINPKNYTDNELEKITRRFTMELAKKGFIGPGVDVPAPDMSTGEREMSWIADTYASTIGHYDINAHACVTGKPISQGGIHGRISATGRGVFHGIENFINEASYMSILGMTPGFGDKTFVVQGFGNVGLHSMRYLHRFGAKCITVGESDGSIWNPDGIDPKELEDFKLQHGTILGFPKAKIYEGSILEVDCDILIPAASEKQLTKSNAPRVKAKIIAEGANGPTTPEADKIFLERNIMVIPDLYLNAGGVTVSYFEWLNNLNHVSYGRLTFKYERDSNYHLLMSVQESLERKFGKHGGTIPIVPTAEFQDRISGA.... The pKi is 4.2. (2) The drug is C[N+]1(C)CCC[C@H]1c1ccco1. The target protein (P11229) has sequence MNTSAPPAVSPNITVLAPGKGPWQVAFIGITTGLLSLATVTGNLLVLISFKVNTELKTVNNYFLLSLACADLIIGTFSMNLYTTYLLMGHWALGTLACDLWLALDYVASNASVMNLLLISFDRYFSVTRPLSYRAKRTPRRAALMIGLAWLVSFVLWAPAILFWQYLVGERTVLAGQCYIQFLSQPIITFGTAMAAFYLPVTVMCTLYWRIYRETENRARELAALQGSETPGKGGGSSSSSERSQPGAEGSPETPPGRCCRCCRAPRLLQAYSWKEEEEEDEGSMESLTSSEGEEPGSEVVIKMPMVDPEAQAPTKQPPRSSPNTVKRPTKKGRDRAGKGQKPRGKEQLAKRKTFSLVKEKKAARTLSAILLAFILTWTPYNIMVLVSTFCKDCVPETLWELGYWLCYVNSTINPMCYALCNKAFRDTFRLLLLCRWDKRRWRKIPKRPGSVHRTPSRQC. The pKi is 5.3. (3) The drug is COc1ccccc1N1CCN(CCCCn2ncc(=O)n(C)c2=O)CC1. The target protein sequence is GRPDLYGHLRSFFLPEVGRGLPDLSPDGAGPVAGSWAPHLLHGVVEVTASPGPTRDTPRDNTSGCWEQINYGRAEKVVIGSILTLITLLTIAGNCLVVISVCFVKKLRQPSNYLIVSLALADLSVAVAVMPFVSVTDLIGGKWIFGHFFCNVFIAMDVMCCTASIMTLCVISIDRYLGITRPLTYPVRQNGKCMAKMILSVWLLSASITLPPLFGWAQNVNDGKVCLISQDFGYTIYSTAVAFYIPMSVMLFMYYQIYKAARKSAAKHKFPGFPRPEEPDSVISLNGMVKLQKEVEECANLSRLLKHERKNISIFKREQKAATTLGIIVGAFTMCWLPFFLLSTARPFICGIACSCIPLWVERTCLWLGYANSLINPFIYAFFNRDLRTTYRSLLQCQYRNINRKLSAAGMHEALKLAERPERPELVL. The pKi is 7.9. (4) The compound is CN1CNC2CCC3(C)CC2(Cc2ccc(O)cc23)C1. The target protein (P79350) has sequence MDSGAVPTNASNCTDPFTHPSSCSPAPSPSSWVNFSHLEGNLSDPCGPNRTELGGSDRLCPSAGSPSMITAIIIMALYSIVCVVGLFGNFLVMYVIVRYTKMKTATNIYIFNLALADALATSTLPFQSVNYLMGTWPFGTILCKIVISIDYYNMFTSIFTLCTMSVDRYIAVCHPVKALDLRTPRNAKIINICNWILSSAIGLPVMFMATTKYRQGSIDCTLTFSHPTWYWENLLKICVFIFAFIMPILIITVCYGLMILRLKSVRMLSGSKEKDRNLRRITRMVLVVVAVFIVCWTPIHIYVIIKALITIPETTFQTVSWHFCIALGYTNSCLNPVLYAFLDENFKRCFREFCIPTSSTIEQQNSTRIRQNTRDHPSTANTVDRTNHQLENLEAETTPLP. The pKi is 7.6. (5) The small molecule is COC(=O)c1onc(C(=O)[C@@H]2CCCN2C(=O)[C@@H]2CCCN2C(=O)OCc2ccccc2)c1C(=O)OC. The target protein (P48147) has sequence MLSLQYPDVYRDETAVQDYHGHKICDPYAWLEDPDSEQTKAFVEAQNKITVPFLEQCPIRGLYKERMTELYDYPKYSCHFKKGKRYFYFYNTGLQNQRVLYVQDSLEGEARVFLDPNILSDDGTVALRGYAFSEDGEYFAYGLSASGSDWVTIKFMKVDGAKELPDVLERVKFSCMAWTHDGKGMFYNSYPQQDGKSDGTETSTNLHQKLYYHVLGTDQSEDILCAEFPDEPKWMGGAELSDDGRYVLLSIREGCDPVNRLWYCDLQQESSGIAGILKWVKLIDNFEGEYDYVTNEGTVFTFKTNRQSPNYRVINIDFRDPEESKWKVLVPEHEKDVLEWIACVRSNFLVLCYLHDVKNILQLHDLTTGALLKTFPLDVGSIVGYSGQKKDTEIFYQFTSFLSPGIIYHCDLTKEELEPRVFREVTVKGIDASDYQTVQIFYPSKDGTKIPMFIVHKKGIKLDGSHPAFLYGYGGFNISITPNYSVSRLIFVRHMGGILA.... The pKi is 6.0.